This data is from Full USPTO retrosynthesis dataset with 1.9M reactions from patents (1976-2016). The task is: Predict the reactants needed to synthesize the given product. (1) Given the product [O:42]=[C:41]([C:26]1[N:27]([C:31]2[CH:36]=[CH:35][C:34]([C:37]([F:40])([F:38])[F:39])=[CH:33][CH:32]=2)[C:28]2[C:24]([CH:25]=1)=[CH:23][C:22]([O:21][C:20]([F:19])([F:46])[F:47])=[CH:30][CH:29]=2)[CH2:12][C:11]([O:14][C:15]([CH3:18])([CH3:17])[CH3:16])=[O:13], predict the reactants needed to synthesize it. The reactants are: [Li+].C[Si]([N-][Si](C)(C)C)(C)C.[C:11]([O:14][C:15]([CH3:18])([CH3:17])[CH3:16])(=[O:13])[CH3:12].[F:19][C:20]([F:47])([F:46])[O:21][C:22]1[CH:23]=[C:24]2[C:28](=[CH:29][CH:30]=1)[N:27]([C:31]1[CH:36]=[CH:35][C:34]([C:37]([F:40])([F:39])[F:38])=[CH:33][CH:32]=1)[C:26]([C:41](OCC)=[O:42])=[CH:25]2.C([O-])(O)=O.[Na+]. (2) Given the product [F:37][CH:2]([F:1])[C:3]1[N:7]([C:8]2[N:9]=[C:10]([N:20]3[CH2:21][CH2:22][N:23]([S:26]([CH2:29][CH2:30][N:38]4[CH:42]=[CH:41][N:40]=[CH:39]4)(=[O:28])=[O:27])[CH2:24][CH2:25]3)[N:11]=[C:12]([N:14]3[CH2:15][CH2:16][O:17][CH2:18][CH2:19]3)[N:13]=2)[C:6]2[CH:31]=[CH:32][CH:33]=[C:34]([O:35][CH3:36])[C:5]=2[N:4]=1, predict the reactants needed to synthesize it. The reactants are: [F:1][CH:2]([F:37])[C:3]1[N:7]([C:8]2[N:13]=[C:12]([N:14]3[CH2:19][CH2:18][O:17][CH2:16][CH2:15]3)[N:11]=[C:10]([N:20]3[CH2:25][CH2:24][N:23]([S:26]([CH:29]=[CH2:30])(=[O:28])=[O:27])[CH2:22][CH2:21]3)[N:9]=2)[C:6]2[CH:31]=[CH:32][CH:33]=[C:34]([O:35][CH3:36])[C:5]=2[N:4]=1.[NH:38]1[CH:42]=[CH:41][N:40]=[CH:39]1. (3) Given the product [C:39]1([C:45]2[CH:50]=[CH:49][C:48]([C:51]([N:53]=[C:54]=[S:55])=[O:52])=[CH:47][CH:46]=2)[CH:40]=[CH:41][CH:42]=[CH:43][CH:44]=1.[C:39]1([C:45]2[CH:50]=[CH:49][C:48]([C:51]([NH:53][C:54]([NH:35][C:34]3[CH:36]=[CH:37][C:31]([O:30][C:21]4[C:20]5[C:25](=[CH:26][C:27]([O:28][CH3:29])=[C:18]([O:17][CH3:16])[CH:19]=5)[N:24]=[CH:23][CH:22]=4)=[CH:32][C:33]=3[F:38])=[S:55])=[O:52])=[CH:47][CH:46]=2)[CH:40]=[CH:41][CH:42]=[CH:43][CH:44]=1, predict the reactants needed to synthesize it. The reactants are: C1(C2C=CC(C(Cl)=O)=CC=2)C=CC=CC=1.[CH3:16][O:17][C:18]1[CH:19]=[C:20]2[C:25](=[CH:26][C:27]=1[O:28][CH3:29])[N:24]=[CH:23][CH:22]=[C:21]2[O:30][C:31]1[CH:37]=[CH:36][C:34]([NH2:35])=[C:33]([F:38])[CH:32]=1.[C:39]1([C:45]2[CH:50]=[CH:49][C:48]([C:51]([N:53]=[C:54]=[S:55])=[O:52])=[CH:47][CH:46]=2)[CH:44]=[CH:43][CH:42]=[CH:41][CH:40]=1. (4) Given the product [ClH:39].[CH:1]1([C:4]([NH:6][C:7]2[N:8]=[C:9]3[CH:14]=[CH:13][C:12]([O:15][C:16]4[CH:17]=[C:18]([NH:22][C:23]([C:25]5[N:29]([CH3:30])[N:28]=[C:27]([CH3:31])[CH:26]=5)=[O:24])[CH:19]=[CH:20][CH:21]=4)=[CH:11][N:10]3[CH:32]=2)=[O:5])[CH2:3][CH2:2]1, predict the reactants needed to synthesize it. The reactants are: [CH:1]1([C:4]([NH:6][C:7]2[N:8]=[C:9]3[CH:14]=[CH:13][C:12]([O:15][C:16]4[CH:17]=[C:18]([NH:22][C:23]([C:25]5[N:29]([CH3:30])[N:28]=[C:27]([CH3:31])[CH:26]=5)=[O:24])[CH:19]=[CH:20][CH:21]=4)=[CH:11][N:10]3[CH:32]=2)=[O:5])[CH2:3][CH2:2]1.C(OCC)(=O)C.[ClH:39].